Dataset: Peptide-MHC class I binding affinity with 185,985 pairs from IEDB/IMGT. Task: Regression. Given a peptide amino acid sequence and an MHC pseudo amino acid sequence, predict their binding affinity value. This is MHC class I binding data. (1) The peptide sequence is IRQIINTWHKV. The MHC is HLA-B27:05 with pseudo-sequence HLA-B27:05. The binding affinity (normalized) is 0.456. (2) The peptide sequence is YPITADKRI. The MHC is HLA-B40:01 with pseudo-sequence HLA-B40:01. The binding affinity (normalized) is 0.0847. (3) The peptide sequence is TFKIDAVRY. The MHC is HLA-A33:01 with pseudo-sequence HLA-A33:01. The binding affinity (normalized) is 0. (4) The peptide sequence is AIDRQVSVKL. The MHC is HLA-A02:01 with pseudo-sequence HLA-A02:01. The binding affinity (normalized) is 0.118. (5) The peptide sequence is KIGHHVELQH. The binding affinity (normalized) is 0.00540. The MHC is HLA-A03:01 with pseudo-sequence HLA-A03:01. (6) The peptide sequence is TMPELAWAV. The MHC is HLA-A69:01 with pseudo-sequence HLA-A69:01. The binding affinity (normalized) is 0.809. (7) The peptide sequence is IMYDHLPGF. The MHC is HLA-A69:01 with pseudo-sequence HLA-A69:01. The binding affinity (normalized) is 0.0847. (8) The peptide sequence is KKTFDHTLMSI. The MHC is H-2-Kb with pseudo-sequence H-2-Kb. The binding affinity (normalized) is 0.157.